Dataset: Full USPTO retrosynthesis dataset with 1.9M reactions from patents (1976-2016). Task: Predict the reactants needed to synthesize the given product. Given the product [NH2:2][CH2:1][CH2:3][C:4]1[C:13]2[C:8](=[CH:9][C:10]([O:14][CH2:15][C:16]3[CH:21]=[CH:20][CH:19]=[C:18]([Cl:22])[CH:17]=3)=[CH:11][CH:12]=2)[O:7][C:6](=[O:23])[CH:5]=1, predict the reactants needed to synthesize it. The reactants are: [C:1]([CH2:3][C:4]1[C:13]2[C:8](=[CH:9][C:10]([O:14][CH2:15][C:16]3[CH:21]=[CH:20][CH:19]=[C:18]([Cl:22])[CH:17]=3)=[CH:11][CH:12]=2)[O:7][C:6](=[O:23])[CH:5]=1)#[N:2].[BH4-].[Na+].Cl.[NH4+].[OH-].